Dataset: NCI-60 drug combinations with 297,098 pairs across 59 cell lines. Task: Regression. Given two drug SMILES strings and cell line genomic features, predict the synergy score measuring deviation from expected non-interaction effect. (1) Drug 1: C1CC(C1)(C(=O)O)C(=O)O.[NH2-].[NH2-].[Pt+2]. Drug 2: N.N.Cl[Pt+2]Cl. Cell line: CAKI-1. Synergy scores: CSS=29.6, Synergy_ZIP=-9.65, Synergy_Bliss=-0.994, Synergy_Loewe=-9.03, Synergy_HSA=1.28. (2) Drug 1: CN(CCCl)CCCl.Cl. Drug 2: CCC1(C2=C(COC1=O)C(=O)N3CC4=CC5=C(C=CC(=C5CN(C)C)O)N=C4C3=C2)O.Cl. Cell line: DU-145. Synergy scores: CSS=67.6, Synergy_ZIP=2.15, Synergy_Bliss=1.25, Synergy_Loewe=-8.35, Synergy_HSA=4.04. (3) Drug 1: C1=NC2=C(N=C(N=C2N1C3C(C(C(O3)CO)O)O)F)N. Drug 2: C1C(C(OC1N2C=NC(=NC2=O)N)CO)O. Cell line: 786-0. Synergy scores: CSS=-1.62, Synergy_ZIP=0.152, Synergy_Bliss=-0.378, Synergy_Loewe=-9.19, Synergy_HSA=-4.22.